Dataset: Forward reaction prediction with 1.9M reactions from USPTO patents (1976-2016). Task: Predict the product of the given reaction. (1) Given the reactants O[CH2:2][C:3]1[CH:8]=[CH:7][C:6]([C:9]2[CH:14]=[CH:13][CH:12]=[CH:11][CH:10]=2)=[CH:5][CH:4]=1.S(Cl)([Cl:17])=O.C(OCC)(=O)C.O.[CH3:26][N:27]([CH:29]=[O:30])[CH3:28], predict the reaction product. The product is: [Cl:17][CH2:2][C:3]1[CH:8]=[CH:7][C:6]([C:9]2[CH:14]=[CH:13][CH:12]=[CH:11][CH:10]=2)=[CH:5][CH:4]=1.[CH3:26][N:27]([CH:29]=[O:30])[CH3:28]. (2) The product is: [F:18][C:15]1[CH:16]=[CH:17][C:12]([C:9]2[N:8]=[CH:7][C:6]([CH:5]=[CH:4][CH2:3][OH:2])=[CH:11][CH:10]=2)=[CH:13][CH:14]=1. Given the reactants C[O:2][C:3](=O)[CH:4]=[CH:5][C:6]1[CH:7]=[N:8][C:9]([C:12]2[CH:17]=[CH:16][C:15]([F:18])=[CH:14][CH:13]=2)=[CH:10][CH:11]=1.[H-].C([Al+]CC(C)C)C(C)C, predict the reaction product. (3) Given the reactants C([O:8][N:9]1[CH:14]=[C:13]([C:15]2[CH:20]=[CH:19][CH:18]=[C:17]([N+:21]([O-])=O)[CH:16]=2)[CH:12]=[C:11]([C:24]([O:26][CH2:27][CH3:28])=[O:25])[C:10]1=[O:29])C1C=CC=CC=1, predict the reaction product. The product is: [NH2:21][C:17]1[CH:16]=[C:15]([C:13]2[CH:12]=[C:11]([C:24]([O:26][CH2:27][CH3:28])=[O:25])[C:10](=[O:29])[N:9]([OH:8])[CH:14]=2)[CH:20]=[CH:19][CH:18]=1.